This data is from Catalyst prediction with 721,799 reactions and 888 catalyst types from USPTO. The task is: Predict which catalyst facilitates the given reaction. (1) The catalyst class is: 51. Reactant: [CH:1]([NH:4][C:5](=[O:20])[CH2:6][CH:7]1[CH2:12][CH2:11][N:10]([C:13](OC(C)(C)C)=O)[CH2:9][CH2:8]1)([CH3:3])[CH3:2].FC(F)(F)C(O)=O.ClC1[N:34]=[CH:33][N:32]=[C:31]([NH:35][C:36]2[S:37][C:38]([C:41]#[N:42])=[CH:39][N:40]=2)[CH:30]=1.C(N(CC)CC)C. Product: [C:41]([C:38]1[S:37][C:36]([NH:35][C:31]2[N:32]=[CH:33][N:34]=[C:13]([N:10]3[CH2:9][CH2:8][CH:7]([CH2:6][C:5]([NH:4][CH:1]([CH3:2])[CH3:3])=[O:20])[CH2:12][CH2:11]3)[CH:30]=2)=[N:40][CH:39]=1)#[N:42]. (2) Reactant: FC(F)(F)C(O)=O.O.[Cl:9][CH:10]([Cl:39])[C:11]([N:13]1[C@H:17]([CH2:18][F:19])[C@@H:16]([C:20]2[CH:25]=[CH:24][C:23]([C:26]3[CH:27]=[CH:28][C:29]([C:32]4([F:36])[CH2:35][O:34][CH2:33]4)=[N:30][CH:31]=3)=[CH:22][CH:21]=2)[O:15]C1(C)C)=[O:12]. Product: [Cl:39][CH:10]([Cl:9])[C:11]([NH:13][C@H:17]([CH2:18][F:19])[C@@H:16]([C:20]1[CH:21]=[CH:22][C:23]([C:26]2[CH:31]=[N:30][C:29]([C:32]3([F:36])[CH2:33][O:34][CH2:35]3)=[CH:28][CH:27]=2)=[CH:24][CH:25]=1)[OH:15])=[O:12]. The catalyst class is: 2. (3) Reactant: Cl.[F:2][C:3]1[C:8]([F:9])=[CH:7][CH:6]=[CH:5][C:4]=1[NH:10][NH2:11].C(=O)([O-])[O-].[K+].[K+].[C:18](OCC)(=[O:26])[C:19]#[C:20][C:21]([O:23][CH2:24][CH3:25])=[O:22]. Product: [F:2][C:3]1[C:8]([F:9])=[CH:7][CH:6]=[CH:5][C:4]=1[N:10]1[C:18]([OH:26])=[CH:19][C:20]([C:21]([O:23][CH2:24][CH3:25])=[O:22])=[N:11]1. The catalyst class is: 8. (4) Reactant: [Li+].[BH4-].[C:3]([O:7][C:8]([NH:10][C@H:11]1[CH2:16][CH2:15][O:14][CH2:13][C@@H:12]1[C:17](OCC)=[O:18])=[O:9])([CH3:6])([CH3:5])[CH3:4]. Product: [OH:18][CH2:17][C@@H:12]1[C@@H:11]([NH:10][C:8](=[O:9])[O:7][C:3]([CH3:5])([CH3:4])[CH3:6])[CH2:16][CH2:15][O:14][CH2:13]1. The catalyst class is: 1. (5) Reactant: [CH:1]1([CH:4]([C:10]2[CH:15]=[CH:14][CH:13]=[C:12]([O:16][CH2:17][CH:18]3[CH2:23][CH2:22][N:21]([C:24]4[CH:29]=[C:28]([O:30][CH3:31])[CH:27]=[CH:26][C:25]=4[C:32](=[O:39])[N:33]([CH3:38])[CH2:34][CH:35]([CH3:37])[CH3:36])[CH2:20][CH2:19]3)[CH:11]=2)[CH2:5][C:6]([O:8]C)=[O:7])[CH2:3][CH2:2]1.[OH-].[Na+].Cl. Product: [CH:1]1([CH:4]([C:10]2[CH:15]=[CH:14][CH:13]=[C:12]([O:16][CH2:17][CH:18]3[CH2:19][CH2:20][N:21]([C:24]4[CH:29]=[C:28]([O:30][CH3:31])[CH:27]=[CH:26][C:25]=4[C:32](=[O:39])[N:33]([CH3:38])[CH2:34][CH:35]([CH3:36])[CH3:37])[CH2:22][CH2:23]3)[CH:11]=2)[CH2:5][C:6]([OH:8])=[O:7])[CH2:3][CH2:2]1. The catalyst class is: 36. (6) Reactant: [H-].[H-].[H-].[H-].[Li+].[Al+3].[O:7]1[C:11]2([CH2:21][CH2:20][C:14]3([CH2:18][CH2:17][NH:16][C:15]3=O)[CH2:13][CH2:12]2)[O:10][CH2:9][CH2:8]1. Product: [O:7]1[C:11]2([CH2:21][CH2:20][C:14]3([CH2:18][CH2:17][NH:16][CH2:15]3)[CH2:13][CH2:12]2)[O:10][CH2:9][CH2:8]1. The catalyst class is: 1. (7) Reactant: [BH4-].[Na+].[F:3][C:4]1[CH:9]=[CH:8][CH:7]=[CH:6][C:5]=1[CH2:10][CH2:11][CH:12]([CH3:26])[CH2:13][CH:14]([N:21]1[CH:25]=[N:24][CH:23]=[N:22]1)[C:15](=[O:20])[C:16]([CH3:19])([CH3:18])[CH3:17].[NH4+].[Cl-]. Product: [F:3][C:4]1[CH:9]=[CH:8][CH:7]=[CH:6][C:5]=1[CH2:10][CH2:11][CH:12]([CH3:26])[CH2:13][CH:14]([N:21]1[CH:25]=[N:24][CH:23]=[N:22]1)[CH:15]([OH:20])[C:16]([CH3:18])([CH3:19])[CH3:17]. The catalyst class is: 14. (8) Reactant: Cl[C:2]([O:4][CH2:5][C:6]1[CH:11]=[CH:10][CH:9]=[CH:8][CH:7]=1)=[O:3].[C:12]([O:16][C:17](=[O:31])[CH2:18][NH:19][CH2:20][C:21]1[CH:26]=[CH:25][C:24]([N+:27]([O-:29])=[O:28])=[CH:23][C:22]=1[NH2:30])([CH3:15])([CH3:14])[CH3:13].C(N(CC)CC)C. Product: [C:12]([O:16][C:17](=[O:31])[CH2:18][N:19]([CH2:20][C:21]1[CH:26]=[CH:25][C:24]([N+:27]([O-:29])=[O:28])=[CH:23][C:22]=1[NH2:30])[C:2]([O:4][CH2:5][C:6]1[CH:11]=[CH:10][CH:9]=[CH:8][CH:7]=1)=[O:3])([CH3:15])([CH3:13])[CH3:14]. The catalyst class is: 2.